Dataset: Catalyst prediction with 721,799 reactions and 888 catalyst types from USPTO. Task: Predict which catalyst facilitates the given reaction. (1) Reactant: [CH2:1]([O:8][C:9]1[CH:14]=[CH:13][C:12]([CH2:15][CH2:16][C:17]([OH:19])=O)=[CH:11][CH:10]=1)[C:2]1[CH:7]=[CH:6][CH:5]=[CH:4][CH:3]=1.C(Cl)(=O)C(Cl)=O.[F:26][C:27]([F:38])([F:37])C(OC(=O)[C:27]([F:38])([F:37])[F:26])=O.N1C=CC=CC=1. Product: [CH2:1]([O:8][C:9]1[CH:10]=[CH:11][C:12]([CH2:15][CH2:16][C:17](=[O:19])[C:27]([F:38])([F:37])[F:26])=[CH:13][CH:14]=1)[C:2]1[CH:3]=[CH:4][CH:5]=[CH:6][CH:7]=1. The catalyst class is: 139. (2) Reactant: [CH2:1]([O:3][C:4](=[O:41])[CH2:5][CH2:6][CH2:7][O:8][C:9]1[CH:14]=[CH:13][CH:12]=[C:11]([CH2:15][CH2:16][CH2:17][CH2:18][CH2:19][CH2:20][O:21][C:22]2[CH:27]=[C:26]([S:28]([CH2:31][CH3:32])(=[O:30])=[O:29])[CH:25]=[C:24](Br)[CH:23]=2)[C:10]=1[CH2:34][CH2:35][C:36]([O:38][CH2:39][CH3:40])=[O:37])[CH3:2].[F:42][C:43]1[CH:44]=[C:45](B(O)O)[CH:46]=[CH:47][C:48]=1[F:49].C(=O)([O-])[O-].[Cs+].[Cs+]. Product: [CH2:1]([O:3][C:4](=[O:41])[CH2:5][CH2:6][CH2:7][O:8][C:9]1[CH:14]=[CH:13][CH:12]=[C:11]([CH2:15][CH2:16][CH2:17][CH2:18][CH2:19][CH2:20][O:21][C:22]2[CH:23]=[C:24]([C:46]3[CH:45]=[CH:44][C:43]([F:42])=[C:48]([F:49])[CH:47]=3)[CH:25]=[C:26]([S:28]([CH2:31][CH3:32])(=[O:30])=[O:29])[CH:27]=2)[C:10]=1[CH2:34][CH2:35][C:36]([O:38][CH2:39][CH3:40])=[O:37])[CH3:2]. The catalyst class is: 140. (3) Reactant: O[C:2]1[CH:7]=[CH:6][C:5]([C:8]2[CH:13]=[CH:12][C:11]([C:14]([F:17])([F:16])[F:15])=[CH:10][CH:9]=2)=[CH:4][C:3]=1[CH2:18][CH2:19][C:20]([OH:22])=[O:21].FC(F)(F)C(O)=O. Product: [F:15][C:14]([F:17])([F:16])[C:11]1[CH:12]=[CH:13][C:8]([C:5]2[CH:4]=[C:3]3[C:2](=[CH:7][CH:6]=2)[O:21][C:20](=[O:22])[CH2:19][CH2:18]3)=[CH:9][CH:10]=1. The catalyst class is: 4. (4) Reactant: C(NC(C)C)(C)C.CCCCCC.C([Li])CCC.C([N:21]([CH2:34][CH3:35])[C:22](=[O:33])[C:23]1[CH:28]=[CH:27][CH:26]=[C:25]([CH2:29]C)[C:24]=1[CH2:31]C)C.[CH2:36]([N:43]1[CH2:47]C[CH:45](C#N)[CH2:44]1)[C:37]1[CH:42]=[CH:41][CH:40]=[CH:39][CH:38]=1. Product: [CH2:36]([N:43]1[CH2:44][CH2:45][CH:35]([C:34]2[NH:21][C:22](=[O:33])[C:23]3[C:24]([CH:31]=2)=[C:25]([CH3:29])[CH:26]=[CH:27][CH:28]=3)[CH2:47]1)[C:37]1[CH:42]=[CH:41][CH:40]=[CH:39][CH:38]=1. The catalyst class is: 7. (5) Reactant: CN(C)C=O.Cl[C:7]1[CH:12]=[C:11]([O:13][CH2:14][C:15]#[C:16][CH3:17])[N:10]=[CH:9][N:8]=1.C(=O)([O-])[O-].[K+].[K+].[CH3:24][CH:25]1[CH2:30][CH2:29][NH:28][CH2:27][CH2:26]1. Product: [CH2:14]([O:13][C:11]1[CH:12]=[C:7]([N:28]2[CH2:29][CH2:30][CH:25]([CH3:24])[CH2:26][CH2:27]2)[N:8]=[CH:9][N:10]=1)[C:15]#[C:16][CH3:17]. The catalyst class is: 13. (6) Product: [CH:17](=[C:21]1[CH2:26][CH2:25][N:24]([CH2:2][C@@H:3]([CH3:16])[CH2:4][N:5]2[C:10]3[CH:11]=[CH:12][CH:13]=[CH:14][C:9]=3[S:8][CH2:7][C:6]2=[O:15])[CH2:23][CH2:22]1)[CH2:18][CH2:19][CH3:20]. The catalyst class is: 23. Reactant: I[CH2:2][C@@H:3]([CH3:16])[CH2:4][N:5]1[C:10]2[CH:11]=[CH:12][CH:13]=[CH:14][C:9]=2[S:8][CH2:7][C:6]1=[O:15].[CH:17](=[C:21]1[CH2:26][CH2:25][NH:24][CH2:23][CH2:22]1)[CH2:18][CH2:19][CH3:20].